This data is from Full USPTO retrosynthesis dataset with 1.9M reactions from patents (1976-2016). The task is: Predict the reactants needed to synthesize the given product. Given the product [C:1]([C:3]1[CH:8]=[CH:7][C:6]([C:9]2[CH:10]=[N:11][N:12]([C:15]3[CH:23]=[CH:22][C:18]([C:19]([NH:32][CH2:31][C:28]4([CH2:27][O:26][CH3:25])[CH2:30][CH2:29]4)=[O:20])=[CH:17][N:16]=3)[C:13]=2[OH:14])=[C:5]([CH3:24])[CH:4]=1)#[N:2], predict the reactants needed to synthesize it. The reactants are: [C:1]([C:3]1[CH:8]=[CH:7][C:6]([C:9]2[CH:10]=[N:11][N:12]([C:15]3[CH:23]=[CH:22][C:18]([C:19](O)=[O:20])=[CH:17][N:16]=3)[C:13]=2[OH:14])=[C:5]([CH3:24])[CH:4]=1)#[N:2].[CH3:25][O:26][CH2:27][C:28]1([CH2:31][NH2:32])[CH2:30][CH2:29]1.